From a dataset of Reaction yield outcomes from USPTO patents with 853,638 reactions. Predict the reaction yield, written as a fraction of the theoretical maximum amount of product (1.0 means a 100% yield; for example, 0.34 means a 34% yield). The reactants are Cl[C:2]1[CH:3]=[C:4]([NH:9][C:10]2[N:11]=[N:12][C:13]([C:16]3[CH:21]=[CH:20][N:19]=[CH:18][CH:17]=3)=[CH:14][CH:15]=2)[C:5](=[O:8])[NH:6][N:7]=1.[C:22]([C:26]1[N:27]=[CH:28][C:29]([C:32]([NH:34][C:35]2[CH:40]=[C:39](B3OC(C)(C)C(C)(C)O3)[CH:38]=[CH:37][C:36]=2[F:50])=[O:33])=[N:30][CH:31]=1)([CH3:25])([CH3:24])[CH3:23].C(=O)([O-])[O-].[Na+].[Na+].O1CCOCC1. The catalyst is C(OCC)(=O)C.O.C1C=CC([P]([Pd]([P](C2C=CC=CC=2)(C2C=CC=CC=2)C2C=CC=CC=2)([P](C2C=CC=CC=2)(C2C=CC=CC=2)C2C=CC=CC=2)[P](C2C=CC=CC=2)(C2C=CC=CC=2)C2C=CC=CC=2)(C2C=CC=CC=2)C2C=CC=CC=2)=CC=1.CN(C=O)C. The product is [C:22]([C:26]1[N:27]=[CH:28][C:29]([C:32]([NH:34][C:35]2[CH:40]=[C:39]([C:2]3[CH:3]=[C:4]([NH:9][C:10]4[N:11]=[N:12][C:13]([C:16]5[CH:21]=[CH:20][N:19]=[CH:18][CH:17]=5)=[CH:14][CH:15]=4)[C:5](=[O:8])[NH:6][N:7]=3)[CH:38]=[CH:37][C:36]=2[F:50])=[O:33])=[N:30][CH:31]=1)([CH3:25])([CH3:23])[CH3:24]. The yield is 0.490.